Dataset: Forward reaction prediction with 1.9M reactions from USPTO patents (1976-2016). Task: Predict the product of the given reaction. Given the reactants [CH3:1][O:2][CH2:3][O:4][C:5]1[CH:10]=[CH:9][CH:8]=[C:7]([O:11][CH2:12][O:13][CH3:14])[CH:6]=1.[Li]CCCC.[C:20](O[C:20](=[O:23])[CH2:21][CH3:22])(=[O:23])[CH2:21][CH3:22], predict the reaction product. The product is: [CH3:14][O:13][CH2:12][O:11][C:7]1[CH:8]=[CH:9][CH:10]=[C:5]([O:4][CH2:3][O:2][CH3:1])[C:6]=1[C:20](=[O:23])[CH2:21][CH3:22].